Dataset: Forward reaction prediction with 1.9M reactions from USPTO patents (1976-2016). Task: Predict the product of the given reaction. (1) Given the reactants [CH3:1][C:2]1[S:6][C:5](=[N:7][C:8]2[CH:13]=[CH:12][CH:11]=[CH:10][CH:9]=2)[N:4]([CH2:14][CH2:15][CH2:16][NH:17]C(=O)OC(C)(C)C)[C:3]=1[C:25]1[CH:30]=[CH:29][CH:28]=[CH:27][CH:26]=1.Cl, predict the reaction product. The product is: [NH2:17][CH2:16][CH2:15][CH2:14][N:4]1[C:3]([C:25]2[CH:30]=[CH:29][CH:28]=[CH:27][CH:26]=2)=[C:2]([CH3:1])[S:6][C:5]1=[N:7][C:8]1[CH:13]=[CH:12][CH:11]=[CH:10][CH:9]=1. (2) Given the reactants [CH2:1]([C:7]1[CH:8]=[C:9]2[C:13](=[CH:14][C:15]=1[OH:16])[C:12](=[O:17])[CH2:11][CH2:10]2)[CH2:2][CH2:3][CH2:4][CH2:5][CH3:6].[F:18][C:19]([F:32])([F:31])[S:20](O[S:20]([C:19]([F:32])([F:31])[F:18])(=[O:22])=[O:21])(=[O:22])=[O:21].Cl, predict the reaction product. The product is: [F:18][C:19]([F:32])([F:31])[S:20]([O:16][C:15]1[CH:14]=[C:13]2[C:9](=[CH:8][C:7]=1[CH2:1][CH2:2][CH2:3][CH2:4][CH2:5][CH3:6])[CH2:10][CH2:11][C:12]2=[O:17])(=[O:22])=[O:21]. (3) Given the reactants Cl.[CH3:2][N:3]1[C:11]2[CH:10]=[CH:9][N:8]=[C:7]([NH:12][CH2:13][C:14]3[CH:19]=[CH:18][C:17]([F:20])=[CH:16][CH:15]=3)[C:6]=2[C:5]([CH3:21])=[C:4]1[CH3:22].C(=O)(O)[O-].[Na+], predict the reaction product. The product is: [CH3:2][N:3]1[C:11]2[CH:10]=[CH:9][N:8]=[C:7]([NH:12][CH2:13][C:14]3[CH:19]=[CH:18][C:17]([F:20])=[CH:16][CH:15]=3)[C:6]=2[C:5]([CH3:21])=[C:4]1[CH3:22]. (4) Given the reactants Cl[C:2]1[C:3]([CH:5]=[C:6]([NH:10][C:11]2[C:20]3[C:15](=[CH:16][C:17]([O:23][CH3:24])=[C:18]([O:21][CH3:22])[CH:19]=3)[N:14]=[CH:13][N:12]=2)[C:7](=[O:9])[CH:8]=1)=[O:4].[NH:25]1[CH2:30][CH2:29][CH2:28][CH2:27][CH2:26]1, predict the reaction product. The product is: [CH3:22][O:21][C:18]1[CH:19]=[C:20]2[C:15](=[CH:16][C:17]=1[O:23][CH3:24])[N:14]=[CH:13][N:12]=[C:11]2[NH:10][C:6]1[C:7]([CH:8]=[C:2]([N:25]2[CH2:30][CH2:29][CH2:28][CH2:27][CH2:26]2)[C:3](=[O:4])[CH:5]=1)=[O:9]. (5) Given the reactants [CH3:1][S:2][C:3]1[N:4]=[C:5](O)[C:6]2[CH2:12][CH2:11][N:10]([C:13]3[C:18]([C:19]([F:22])([F:21])[F:20])=[CH:17][CH:16]=[CH:15][N:14]=3)[CH2:9][CH2:8][C:7]=2[N:23]=1.C(OC(C1C(=O)CCN([C:38]2[C:43]([C:44]([F:47])([F:46])[F:45])=[CH:42][CH:41]=[CH:40][N:39]=2)CC1)=O)C.[CH3:48]C[O-].[Na+].NC(N)=S, predict the reaction product. The product is: [CH3:1][S:2][C:3]1[N:4]=[C:5]([NH:39][C:40]2[CH:41]=[CH:42][C:43]([C:44]([F:45])([F:46])[F:47])=[CH:38][CH:48]=2)[C:6]2[CH2:12][CH2:11][N:10]([C:13]3[C:18]([C:19]([F:22])([F:21])[F:20])=[CH:17][CH:16]=[CH:15][N:14]=3)[CH2:9][CH2:8][C:7]=2[N:23]=1.